From a dataset of Forward reaction prediction with 1.9M reactions from USPTO patents (1976-2016). Predict the product of the given reaction. (1) Given the reactants [Br:1][C:2]1[CH:3]=[C:4]2[C:9](=[CH:10][C:11]=1[CH3:12])[C:8]([CH3:14])([CH3:13])[CH2:7][CH2:6][C:5]2([CH3:16])[CH3:15].C1C(=O)N([Br:24])C(=O)C1.N(C(C)(C)C#N)=NC(C)(C)C#N, predict the reaction product. The product is: [Br:1][C:2]1[CH:3]=[C:4]2[C:9](=[CH:10][C:11]=1[CH2:12][Br:24])[C:8]([CH3:14])([CH3:13])[CH2:7][CH2:6][C:5]2([CH3:16])[CH3:15]. (2) Given the reactants C[O:2][C:3]([C:5]1[C:9]([CH2:10][OH:11])=[C:8]([C:12]2[CH:17]=[CH:16][C:15]([O:18][S:19]([CH2:22][CH2:23][C:24]([F:27])([F:26])[F:25])(=[O:21])=[O:20])=[CH:14][CH:13]=2)[N:7]([C:28]2[CH:33]=[CH:32][C:31]([Cl:34])=[CH:30][C:29]=2[Cl:35])[N:6]=1)=[O:4].C1COCC1.[OH-].[Li+].Cl, predict the reaction product. The product is: [Cl:35][C:29]1[CH:30]=[C:31]([Cl:34])[CH:32]=[CH:33][C:28]=1[N:7]1[C:8]([C:12]2[CH:17]=[CH:16][C:15]([O:18][S:19]([CH2:22][CH2:23][C:24]([F:27])([F:26])[F:25])(=[O:21])=[O:20])=[CH:14][CH:13]=2)=[C:9]([CH2:10][OH:11])[C:5]([C:3]([OH:4])=[O:2])=[N:6]1.